Dataset: Catalyst prediction with 721,799 reactions and 888 catalyst types from USPTO. Task: Predict which catalyst facilitates the given reaction. (1) Product: [F:37][C:23]1[S:22][C:21]([C:18]2[CH:19]=[CH:20][C:15]([C:12]3[CH:11]=[CH:10][C:9]([C:6]4([C:4]([OH:5])=[O:3])[CH2:8][CH2:7]4)=[CH:14][CH:13]=3)=[CH:16][CH:17]=2)=[C:25]([NH:26][C:27]([O:29][C@@H:30]([C:32]2[CH:36]=[CH:35][S:34][CH:33]=2)[CH3:31])=[O:28])[CH:24]=1. The catalyst class is: 253. Reactant: C([O:3][C:4]([C:6]1([C:9]2[CH:14]=[CH:13][C:12]([C:15]3[CH:20]=[CH:19][C:18]([C:21]4[S:22][C:23]([F:37])=[CH:24][C:25]=4[NH:26][C:27]([O:29][C@@H:30]([C:32]4[CH:36]=[CH:35][S:34][CH:33]=4)[CH3:31])=[O:28])=[CH:17][CH:16]=3)=[CH:11][CH:10]=2)[CH2:8][CH2:7]1)=[O:5])C.C(O)(C)C.[OH-].[Na+].Cl. (2) Reactant: [CH:1]1([NH2:4])[CH2:3][CH2:2]1.[C:5]([O:9][C:10]([N:12]1[CH2:16][C@H:15]([OH:17])[CH2:14][C@@H:13]1[C:18](O)=[O:19])=[O:11])([CH3:8])([CH3:7])[CH3:6].C(Cl)CCl.C1C=CC2N(O)N=NC=2C=1. Product: [C:5]([O:9][C:10]([N:12]1[CH2:16][C@H:15]([OH:17])[CH2:14][C@@H:13]1[C:18](=[O:19])[NH:4][CH:1]1[CH2:3][CH2:2]1)=[O:11])([CH3:8])([CH3:7])[CH3:6]. The catalyst class is: 3. (3) Reactant: [CH3:1][N:2]1[C:10]2[C:5](=[CH:6][C:7]([CH3:11])=[CH:8][CH:9]=2)[C:4](/[CH:12]=[CH:13]/[C:14]([O:16]CC=C)=[O:15])=[C:3]1[C:20]1[CH:25]=[CH:24][C:23]([C:26]([O:28][CH3:29])=[O:27])=[CH:22][CH:21]=1.N1CCOCC1. Product: [CH3:1][N:2]1[C:10]2[C:5](=[CH:6][C:7]([CH3:11])=[CH:8][CH:9]=2)[C:4](/[CH:12]=[CH:13]/[C:14]([OH:16])=[O:15])=[C:3]1[C:20]1[CH:21]=[CH:22][C:23]([C:26]([O:28][CH3:29])=[O:27])=[CH:24][CH:25]=1. The catalyst class is: 790. (4) Reactant: [CH3:1][N:2]1[CH:7]=[CH:6][C:5]2[CH2:8][CH2:9][CH2:10][C:4]=2[C:3]1=[O:11].C1C(=O)N([Br:19])C(=O)C1. Product: [Br:19][C:6]1[C:5]2[CH2:8][CH2:9][CH2:10][C:4]=2[C:3](=[O:11])[N:2]([CH3:1])[CH:7]=1. The catalyst class is: 10. (5) Reactant: [CH3:1][C:2](C)([O-:4])C.[K+].C1COCC1.C(O)C.[CH3:15][C@H:16]1[CH2:21][NH:20][C@H:19]([CH3:22])[CH2:18][N:17]1[C:23]1[CH:30]=[CH:29][C:26]([C:27]#[N:28])=[C:25](F)[CH:24]=1. Product: [CH3:15][C@H:16]1[CH2:21][NH:20][C@H:19]([CH3:22])[CH2:18][N:17]1[C:23]1[CH:30]=[CH:29][C:26]([C:27]#[N:28])=[C:25]([O:4][CH2:2][CH3:1])[CH:24]=1. The catalyst class is: 69. (6) Reactant: [NH:1](C(OC(C)(C)C)=O)[C@H:2]([C:8]([NH:10][C@H:11]([C:29]([N:31]1[CH2:70][CH2:69][CH2:68][C@H:32]1[C:33]([NH:35][C@H:36]([C:38]([NH:40][C@H:41]([C:58]([O:60][CH2:61][C:62]1[CH:67]=[CH:66][CH:65]=[CH:64][CH:63]=1)=[O:59])[CH2:42][CH2:43][CH2:44][CH2:45][NH:46][C:47]([O:49][CH2:50][C:51]1[CH:57]=[CH:56][CH:55]=[CH:54][C:52]=1[Cl:53])=[O:48])=[O:39])[CH3:37])=[O:34])=[O:30])[CH2:12][CH2:13][CH2:14][NH:15][C:16](=[NH:28])[NH:17][S:18]([C:21]1[CH:27]=[CH:26][C:24]([CH3:25])=[CH:23][CH:22]=1)(=[O:20])=[O:19])=[O:9])[CH2:3][CH2:4][C:5](=[O:7])[NH2:6].C(Cl)(Cl)[Cl:79].CO. Product: [NH:1]([Cl:79])[C@H:2]([C:8]([NH:10][C@H:11]([C:29]([N:31]1[CH2:70][CH2:69][CH2:68][C@H:32]1[C:33]([NH:35][C@H:36]([C:38]([NH:40][C@H:41]([C:58]([O:60][CH2:61][C:62]1[CH:67]=[CH:66][CH:65]=[CH:64][CH:63]=1)=[O:59])[CH2:42][CH2:43][CH2:44][CH2:45][NH:46][C:47]([O:49][CH2:50][C:51]1[CH:57]=[CH:56][CH:55]=[CH:54][C:52]=1[Cl:53])=[O:48])=[O:39])[CH3:37])=[O:34])=[O:30])[CH2:12][CH2:13][CH2:14][NH:15][C:16](=[NH:28])[NH:17][S:18]([C:21]1[CH:27]=[CH:26][C:24]([CH3:25])=[CH:23][CH:22]=1)(=[O:20])=[O:19])=[O:9])[CH2:3][CH2:4][C:5](=[O:7])[NH2:6]. The catalyst class is: 601. (7) Reactant: Cl.[OH:2][CH2:3][C:4]1[CH:9]=[C:8]([C:10]([F:13])([F:12])[F:11])[N:7]=[C:6]([NH:14][CH:15]2[CH2:20][CH2:19][N:18](C(OC(C)(C)C)=O)[CH2:17][CH2:16]2)[CH:5]=1.[OH-].[Na+]. Product: [NH:18]1[CH2:19][CH2:20][CH:15]([NH:14][C:6]2[CH:5]=[C:4]([CH2:3][OH:2])[CH:9]=[C:8]([C:10]([F:12])([F:11])[F:13])[N:7]=2)[CH2:16][CH2:17]1. The catalyst class is: 12. (8) Product: [C:10]([O:9][C:7]([NH:1][C@H:2]([C:4]([OH:6])=[O:5])[CH3:3])=[O:8])([CH3:13])([CH3:12])[CH3:11]. Reactant: [NH2:1][C@H:2]([C:4]([OH:6])=[O:5])[CH3:3].[C:7](O[C:7]([O:9][C:10]([CH3:13])([CH3:12])[CH3:11])=[O:8])([O:9][C:10]([CH3:13])([CH3:12])[CH3:11])=[O:8]. The catalyst class is: 74. (9) Reactant: [Br:1][C:2]1[C:3](=[O:9])[NH:4][CH:5]=[C:6]([Br:8])[CH:7]=1.[CH3:10]N(C=O)C.C(=O)([O-])[O-].[K+].[K+].CI. Product: [Br:1][C:2]1[C:3](=[O:9])[N:4]([CH3:10])[CH:5]=[C:6]([Br:8])[CH:7]=1. The catalyst class is: 6.